Regression. Given a peptide amino acid sequence and an MHC pseudo amino acid sequence, predict their binding affinity value. This is MHC class I binding data. From a dataset of Peptide-MHC class I binding affinity with 185,985 pairs from IEDB/IMGT. (1) The peptide sequence is GPSHKARVL. The MHC is HLA-B40:02 with pseudo-sequence HLA-B40:02. The binding affinity (normalized) is 0. (2) The peptide sequence is CPFCANKLM. The MHC is HLA-B53:01 with pseudo-sequence HLA-B53:01. The binding affinity (normalized) is 0.353. (3) The peptide sequence is VMASSVLLW. The MHC is HLA-B58:01 with pseudo-sequence HLA-B58:01. The binding affinity (normalized) is 0.977. (4) The peptide sequence is HFDDVANGF. The MHC is HLA-B08:01 with pseudo-sequence HLA-B08:01. The binding affinity (normalized) is 0.0847. (5) The MHC is HLA-A23:01 with pseudo-sequence HLA-A23:01. The binding affinity (normalized) is 0.281. The peptide sequence is VYAWERKKI. (6) The peptide sequence is MLNILNGRK. The MHC is HLA-A03:01 with pseudo-sequence HLA-A03:01. The binding affinity (normalized) is 0.697. (7) The peptide sequence is FANVISKIYT. The MHC is HLA-A02:01 with pseudo-sequence HLA-A02:01. The binding affinity (normalized) is 0.107.